Dataset: Peptide-MHC class I binding affinity with 185,985 pairs from IEDB/IMGT. Task: Regression. Given a peptide amino acid sequence and an MHC pseudo amino acid sequence, predict their binding affinity value. This is MHC class I binding data. (1) The peptide sequence is RVRQQVIQL. The MHC is HLA-B58:01 with pseudo-sequence HLA-B58:01. The binding affinity (normalized) is 0.0847. (2) The peptide sequence is LLVLQAGFFL. The MHC is HLA-A03:01 with pseudo-sequence HLA-A03:01. The binding affinity (normalized) is 0.173. (3) The peptide sequence is RVYAELAAL. The MHC is HLA-B27:05 with pseudo-sequence HLA-B27:05. The binding affinity (normalized) is 0.0847. (4) The peptide sequence is KPYKEVTEDLL. The MHC is Mamu-B03 with pseudo-sequence Mamu-B03. The binding affinity (normalized) is 0. (5) The peptide sequence is RPVSPGKDI. The MHC is HLA-A31:01 with pseudo-sequence HLA-A31:01. The binding affinity (normalized) is 0.0847. (6) The peptide sequence is VSLGAISFW. The MHC is HLA-B58:01 with pseudo-sequence HLA-B58:01. The binding affinity (normalized) is 1.00. (7) The binding affinity (normalized) is 0.310. The peptide sequence is RAEDTAVYY. The MHC is HLA-A29:02 with pseudo-sequence HLA-A29:02. (8) The peptide sequence is ATIQRFSSL. The MHC is HLA-B08:01 with pseudo-sequence HLA-B08:01. The binding affinity (normalized) is 0.888. (9) The peptide sequence is CEKRLLLKL. The MHC is HLA-B18:01 with pseudo-sequence HLA-B18:01. The binding affinity (normalized) is 0.333.